Task: Predict the product of the given reaction.. Dataset: Forward reaction prediction with 1.9M reactions from USPTO patents (1976-2016) (1) The product is: [N+:9]([C:6]1[CH:7]=[CH:8][C:3]([CH2:2][N:18]2[CH2:23][CH2:22][CH2:21][CH2:20][CH2:19]2)=[CH:4][CH:5]=1)([O-:11])=[O:10]. Given the reactants Cl[CH2:2][C:3]1[CH:8]=[CH:7][C:6]([N+:9]([O-:11])=[O:10])=[CH:5][CH:4]=1.C(=O)([O-])[O-].[K+].[K+].[NH:18]1[CH2:23][CH2:22][CH2:21][CH2:20][CH2:19]1, predict the reaction product. (2) Given the reactants [C:1]([C:3]1[CH:8]=[CH:7][C:6]([CH2:9][CH2:10][C:11]([O:13][CH3:14])=[O:12])=[CH:5][CH:4]=1)#[CH:2].Br[C:16]1[CH:21]=[CH:20][CH:19]=[CH:18][C:17]=1[CH2:22][CH3:23], predict the reaction product. The product is: [CH2:22]([C:17]1[CH:18]=[CH:19][CH:20]=[CH:21][C:16]=1[C:2]#[C:1][C:3]1[CH:8]=[CH:7][C:6]([CH2:9][CH2:10][C:11]([O:13][CH3:14])=[O:12])=[CH:5][CH:4]=1)[CH3:23]. (3) Given the reactants [CH3:1][C:2]1[C:7]([CH3:8])=[CH:6][CH:5]=[C:4]([CH3:9])[C:3]=1[OH:10].[C:11]1(=O)[O:16][C:14](=[O:15])[C:13]2=[CH:17][CH:18]=[CH:19][CH:20]=[C:12]12, predict the reaction product. The product is: [OH:10][C:3]1[C:4]([CH3:9])=[CH:5][C:6]([C:11]2([C:6]3[CH:5]=[C:4]([CH3:9])[C:3]([OH:10])=[C:2]([CH3:1])[C:7]=3[CH3:8])[C:12]3[C:13](=[CH:17][CH:18]=[CH:19][CH:20]=3)[C:14](=[O:15])[O:16]2)=[C:7]([CH3:8])[C:2]=1[CH3:1]. (4) Given the reactants Cl.[C:2]([O:5][CH2:6][CH2:7][C@@H:8]([C:10]([OH:12])=[O:11])[NH2:9])(=[O:4])[CH3:3].[C:13](=[O:16])([O-])O.[Na+].ClC([O:21][CH2:22][C:23]1[CH:28]=[CH:27][CH:26]=[CH:25][CH:24]=1)=O, predict the reaction product. The product is: [CH2:22]([O:21][NH:9][C@H:8]([C:10]([OH:12])=[O:11])[C:7](=[C:13]=[O:16])[CH2:6][O:5][C:2](=[O:4])[CH3:3])[C:23]1[CH:28]=[CH:27][CH:26]=[CH:25][CH:24]=1.